From a dataset of Full USPTO retrosynthesis dataset with 1.9M reactions from patents (1976-2016). Predict the reactants needed to synthesize the given product. Given the product [CH:17]([S:19][C:2]1[CH:9]=[CH:8][CH:7]=[CH:6][C:3]=1[C:4]#[N:5])([CH3:18])[CH3:16], predict the reactants needed to synthesize it. The reactants are: F[C:2]1[CH:9]=[CH:8][CH:7]=[CH:6][C:3]=1[C:4]#[N:5].C(=O)([O-])[O-].[Na+].[Na+].[CH3:16][CH:17]([SH:19])[CH3:18].